Task: Regression. Given two drug SMILES strings and cell line genomic features, predict the synergy score measuring deviation from expected non-interaction effect.. Dataset: NCI-60 drug combinations with 297,098 pairs across 59 cell lines Drug 1: C1CCN(CC1)CCOC2=CC=C(C=C2)C(=O)C3=C(SC4=C3C=CC(=C4)O)C5=CC=C(C=C5)O. Drug 2: CC12CCC3C(C1CCC2OP(=O)(O)O)CCC4=C3C=CC(=C4)OC(=O)N(CCCl)CCCl.[Na+]. Cell line: HOP-62. Synergy scores: CSS=-13.0, Synergy_ZIP=1.44, Synergy_Bliss=-5.42, Synergy_Loewe=-11.3, Synergy_HSA=-11.1.